This data is from Catalyst prediction with 721,799 reactions and 888 catalyst types from USPTO. The task is: Predict which catalyst facilitates the given reaction. Reactant: [N+:1]([C:4]1[CH:12]=[CH:11][C:7]2[N:8]=[CH:9][S:10][C:6]=2[CH:5]=1)([O-:3])=[O:2].C[Mg+].[Br-].[CH:16](Cl)(Cl)Cl. Product: [CH3:16][C:5]1[C:6]2[S:10][CH:9]=[N:8][C:7]=2[CH:11]=[CH:12][C:4]=1[N+:1]([O-:3])=[O:2]. The catalyst class is: 1.